This data is from Full USPTO retrosynthesis dataset with 1.9M reactions from patents (1976-2016). The task is: Predict the reactants needed to synthesize the given product. (1) Given the product [F:1][C:2]1[CH:11]=[C:10]2[C:5]([CH:6]=[C:7]([C@@H:18]([NH:20][C:22]3[N:30]=[CH:29][N:28]=[C:27]4[C:23]=3[N:24]=[CH:25][NH:26]4)[CH3:19])[C:8]([C:12]3[CH:13]=[N:14][CH:15]=[CH:16][CH:17]=3)=[N:9]2)=[CH:4][CH:3]=1, predict the reactants needed to synthesize it. The reactants are: [F:1][C:2]1[CH:11]=[C:10]2[C:5]([CH:6]=[C:7]([C@@H:18]([NH2:20])[CH3:19])[C:8]([C:12]3[CH:13]=[N:14][CH:15]=[CH:16][CH:17]=3)=[N:9]2)=[CH:4][CH:3]=1.Cl[C:22]1[N:30]=[CH:29][N:28]=[C:27]2[C:23]=1[NH:24][CH:25]=[N:26]2.CCN(C(C)C)C(C)C. (2) Given the product [CH3:1][C:2]1([CH3:28])[CH2:11][CH2:10][C:9]([CH3:12])([CH3:13])[C:8]2[CH:7]=[C:6]([CH:14]([OH:15])[C:29]#[CH:30])[CH:5]=[C:4]([O:16][CH2:17][C:18]3[CH:23]=[CH:22][C:21]([C:24]([F:26])([F:25])[F:27])=[CH:20][CH:19]=3)[C:3]1=2, predict the reactants needed to synthesize it. The reactants are: [CH3:1][C:2]1([CH3:28])[CH2:11][CH2:10][C:9]([CH3:13])([CH3:12])[C:8]2[CH:7]=[C:6]([CH:14]=[O:15])[CH:5]=[C:4]([O:16][CH2:17][C:18]3[CH:23]=[CH:22][C:21]([C:24]([F:27])([F:26])[F:25])=[CH:20][CH:19]=3)[C:3]1=2.[C:29]([Mg]Br)#[CH:30]. (3) Given the product [C:1]1([NH:7][C:8]2[N:21]3[C:20]([C:22]([F:25])([F:24])[F:23])=[CH:19][CH:18]=[C:13]([C:14]([O:16][CH3:17])=[O:15])[C:12]3=[N:11][N:10]=2)[CH:6]=[CH:5][CH:4]=[CH:3][CH:2]=1, predict the reactants needed to synthesize it. The reactants are: [C:1]1([NH:7][C:8]([NH:10][NH:11][C:12]2[N:21]=[C:20]([C:22]([F:25])([F:24])[F:23])[CH:19]=[CH:18][C:13]=2[C:14]([O:16][CH3:17])=[O:15])=O)[CH:6]=[CH:5][CH:4]=[CH:3][CH:2]=1.P(Cl)(Cl)(Cl)=O. (4) The reactants are: [F:1][C:2]1[C:10]([O:11][C:12]2[C:21]3[C:16](=[CH:17][C:18]([OH:24])=[C:19]([O:22][CH3:23])[CH:20]=3)[N:15]=[N:14][CH:13]=2)=[CH:9][CH:8]=[C:7]2[C:3]=1[CH:4]=[C:5]([CH3:25])[NH:6]2.O[CH2:27][CH2:28][C:29]1[CH:34]=[CH:33][N:32]=[CH:31][CH:30]=1. Given the product [F:1][C:2]1[C:10]([O:11][C:12]2[C:21]3[C:16](=[CH:17][C:18]([O:24][CH2:27][CH2:28][C:29]4[CH:34]=[CH:33][N:32]=[CH:31][CH:30]=4)=[C:19]([O:22][CH3:23])[CH:20]=3)[N:15]=[N:14][CH:13]=2)=[CH:9][CH:8]=[C:7]2[C:3]=1[CH:4]=[C:5]([CH3:25])[NH:6]2, predict the reactants needed to synthesize it. (5) The reactants are: CC(O[C:6]([NH:8][C@@H:9]([C:16](O)=O)[C:10]1[CH:15]=CC=CC=1)=[O:7])(C)C.C1C=C[C:22]2[N:27](O)N=[N:25][C:23]=2[CH:24]=1.C[CH2:30][N:31]=C=NCCCN(C)C.[CH2:40](N(CC)CC)[CH3:41]. Given the product [CH3:40][C:41]1[N:25]2[C:6](=[O:7])[N:8]([CH:9]3[CH2:10][CH2:15][NH:31][CH2:30][CH2:16]3)[CH2:24][C:23]2=[CH:22][N:27]=1, predict the reactants needed to synthesize it. (6) The reactants are: [CH3:1][C:2]1([CH3:30])[CH2:11][CH2:10][C:9]([CH3:13])([CH3:12])[C:8]2[CH:7]=[C:6]([Se:14][C:15]3[CH:25]=[CH:24][C:18]([C:19]([O:21]CC)=[O:20])=[CH:17][N:16]=3)[C:5]([O:26][CH2:27][CH2:28][CH3:29])=[CH:4][C:3]1=2.[OH-].[Na+]. Given the product [CH3:1][C:2]1([CH3:30])[CH2:11][CH2:10][C:9]([CH3:12])([CH3:13])[C:8]2[CH:7]=[C:6]([Se:14][C:15]3[CH:25]=[CH:24][C:18]([C:19]([OH:21])=[O:20])=[CH:17][N:16]=3)[C:5]([O:26][CH2:27][CH2:28][CH3:29])=[CH:4][C:3]1=2, predict the reactants needed to synthesize it. (7) Given the product [CH3:1][C:2]1[CH:19]=[CH:18][CH:17]=[C:16]([CH3:20])[C:3]=1[CH2:4][O:5][C:6]1[CH:7]=[C:8]([CH:9]=[CH:10][CH:11]=1)[CH2:12][CH2:13][C:14]1[NH:23][N:22]=[N:21][N:15]=1, predict the reactants needed to synthesize it. The reactants are: [CH3:1][C:2]1[CH:19]=[CH:18][CH:17]=[C:16]([CH3:20])[C:3]=1[CH2:4][O:5][C:6]1[CH:7]=[C:8]([CH2:12][CH2:13][C:14]#[N:15])[CH:9]=[CH:10][CH:11]=1.[N-:21]=[N+:22]=[N-:23].[Na+].[Cl-].[NH4+].C(OCC)(=O)C.